This data is from Forward reaction prediction with 1.9M reactions from USPTO patents (1976-2016). The task is: Predict the product of the given reaction. Given the reactants [Br:1][C:2]1[CH:7]=[CH:6][C:5]([OH:8])=[CH:4][C:3]=1[O:9][CH2:10][CH2:11][N:12]1[CH2:17][CH2:16][CH2:15][CH2:14][CH2:13]1.Br[CH:19]1[CH2:23][CH2:22][CH2:21][CH2:20]1.C(=O)([O-])[O-].[K+].[K+], predict the reaction product. The product is: [Br:1][C:2]1[CH:7]=[CH:6][C:5]([O:8][CH:19]2[CH2:23][CH2:22][CH2:21][CH2:20]2)=[CH:4][C:3]=1[O:9][CH2:10][CH2:11][N:12]1[CH2:17][CH2:16][CH2:15][CH2:14][CH2:13]1.